Dataset: Catalyst prediction with 721,799 reactions and 888 catalyst types from USPTO. Task: Predict which catalyst facilitates the given reaction. (1) The catalyst class is: 2. Reactant: C[N:2]1[CH2:7][CH2:6][CH:5]([C:8]2[C:17]3[C:12](=[CH:13][CH:14]=[CH:15][CH:16]=3)[C:11]([C:18]([O:20][CH3:21])=[O:19])=[CH:10][CH:9]=2)[CH2:4][CH2:3]1.C(N(C(C)C)C(C)C)C.ClC(OC(Cl)C)=O. Product: [NH:2]1[CH2:3][CH2:4][CH:5]([C:8]2[C:17]3[C:12](=[CH:13][CH:14]=[CH:15][CH:16]=3)[C:11]([C:18]([O:20][CH3:21])=[O:19])=[CH:10][CH:9]=2)[CH2:6][CH2:7]1. (2) Reactant: [Cl:1][C:2]1[CH:9]=[CH:8][C:5]([C:6]#[N:7])=[C:4]([O:10][C:11]2[CH:16]=[CH:15][C:14]([F:17])=[C:13]([CH2:18]Cl)[CH:12]=2)[CH:3]=1.[CH3:20][NH2:21].[C:22]([OH:29])(=[O:28])/[CH:23]=[CH:24]/[C:25]([OH:27])=[O:26]. Product: [C:22]([OH:29])(=[O:28])/[CH:23]=[CH:24]/[C:25]([OH:27])=[O:26].[Cl:1][C:2]1[CH:9]=[CH:8][C:5]([C:6]#[N:7])=[C:4]([O:10][C:11]2[CH:16]=[CH:15][C:14]([F:17])=[C:13]([CH2:18][NH:21][CH3:20])[CH:12]=2)[CH:3]=1. The catalyst class is: 357. (3) Reactant: S(Cl)([Cl:3])=O.[CH3:5][C:6]1[O:10][C:9]([C:11]2[CH:16]=[CH:15][CH:14]=[CH:13][CH:12]=2)=[N:8][C:7]=1[CH2:17][O:18][C:19]1[CH:26]=[CH:25][CH:24]=[CH:23][C:20]=1[CH2:21]O. Product: [Cl:3][CH2:21][C:20]1[CH:23]=[CH:24][CH:25]=[CH:26][C:19]=1[O:18][CH2:17][C:7]1[N:8]=[C:9]([C:11]2[CH:16]=[CH:15][CH:14]=[CH:13][CH:12]=2)[O:10][C:6]=1[CH3:5]. The catalyst class is: 11.